Dataset: Full USPTO retrosynthesis dataset with 1.9M reactions from patents (1976-2016). Task: Predict the reactants needed to synthesize the given product. (1) Given the product [C:12]([O:11][C:9]([NH:8][C:6]1[CH:5]=[C:4]([C:16]2[N:21]([CH2:22][C:23]([O:25][CH3:26])=[O:24])[C:20](=[O:27])[C:19]([NH:28][CH:29]([CH3:31])[CH3:30])=[N:18][CH:17]=2)[CH:3]=[C:2]([NH:1][CH2:39][CH2:38][C:32]2[CH:37]=[CH:36][CH:35]=[CH:34][CH:33]=2)[CH:7]=1)=[O:10])([CH3:13])([CH3:14])[CH3:15], predict the reactants needed to synthesize it. The reactants are: [NH2:1][C:2]1[CH:3]=[C:4]([C:16]2[N:21]([CH2:22][C:23]([O:25][CH3:26])=[O:24])[C:20](=[O:27])[C:19]([NH:28][CH:29]([CH3:31])[CH3:30])=[N:18][CH:17]=2)[CH:5]=[C:6]([NH:8][C:9]([O:11][C:12]([CH3:15])([CH3:14])[CH3:13])=[O:10])[CH:7]=1.[C:32]1([CH2:38][CH:39]=O)[CH:37]=[CH:36][CH:35]=[CH:34][CH:33]=1.C(O)(=O)C.C(O[BH-](OC(=O)C)OC(=O)C)(=O)C.[Na+]. (2) Given the product [F:26][C:2]([F:1])([F:27])[C:3]1[CH:4]=[CH:5][C:6]([CH2:7][O:8][N:9]=[C:10]([C:12]2[CH:13]=[CH:14][C:15]([O:18][CH2:19][C:20]([OH:22])=[O:21])=[N:16][CH:17]=2)[CH3:11])=[CH:24][CH:25]=1, predict the reactants needed to synthesize it. The reactants are: [F:1][C:2]([F:27])([F:26])[C:3]1[CH:25]=[CH:24][C:6]([CH2:7][O:8][N:9]=[C:10]([C:12]2[CH:13]=[CH:14][C:15]([O:18][CH2:19][C:20]([O:22]C)=[O:21])=[N:16][CH:17]=2)[CH3:11])=[CH:5][CH:4]=1.CO.O.[OH-].[Li+]. (3) Given the product [F:13][C:14]1[CH:20]=[CH:19][CH:18]=[C:17]([F:21])[C:15]=1[N:16]=[C:1]([C:4]1[CH:9]=[CH:8][CH:7]=[C:6]([C:10](=[N:16][C:15]2[C:14]([F:13])=[CH:20][CH:19]=[CH:18][C:17]=2[F:21])[CH3:11])[N:5]=1)[CH3:2], predict the reactants needed to synthesize it. The reactants are: [C:1]([C:4]1[CH:9]=[CH:8][CH:7]=[C:6]([C:10](=O)[CH3:11])[N:5]=1)(=O)[CH3:2].[F:13][C:14]1[CH:20]=[CH:19][CH:18]=[C:17]([F:21])[C:15]=1[NH2:16]. (4) Given the product [C:3]([C:2]#[N:1])([CH3:4])=[O:30].[N:1]1[CH:6]=[CH:5][CH:4]=[CH:3][C:2]=1[C:7]1[C:11]([C:12]2[C:21]3[C:16](=[CH:17][CH:18]=[CH:19][CH:20]=3)[N:15]=[CH:14][CH:13]=2)=[CH:10][N:9]([CH2:22][CH2:29][C:28]([OH:31])=[O:30])[N:8]=1, predict the reactants needed to synthesize it. The reactants are: [N:1]1[CH:6]=[CH:5][CH:4]=[CH:3][C:2]=1[C:7]1[C:11]([C:12]2[C:21]3[C:16](=[CH:17][CH:18]=[CH:19][CH:20]=3)[N:15]=[CH:14][CH:13]=2)=[CH:10][N:9]([CH2:22]CC#N)[N:8]=1.[OH-].[Na+].[C:28]([OH:31])(=[O:30])[CH3:29]. (5) Given the product [N:8]1([C:5]2[CH:6]=[CH:7][C:2]([N:13]3[CH:17]=[CH:16][CH:15]=[N:14]3)=[CH:3][CH:4]=2)[CH:12]=[CH:11][N:10]=[CH:9]1, predict the reactants needed to synthesize it. The reactants are: Br[C:2]1[CH:7]=[CH:6][C:5]([N:8]2[CH:12]=[CH:11][N:10]=[CH:9]2)=[CH:4][CH:3]=1.[NH:13]1[CH:17]=[CH:16][CH:15]=[N:14]1.